Dataset: Forward reaction prediction with 1.9M reactions from USPTO patents (1976-2016). Task: Predict the product of the given reaction. The product is: [CH2:1]([C:4]1[CH:9]=[CH:8][C:7]([NH2:10])=[CH:6][CH:5]=1)[CH:2]=[CH2:3]. Given the reactants [CH2:1]([C:4]1[CH:9]=[CH:8][C:7]([N+:10]([O-])=O)=[CH:6][CH:5]=1)[CH:2]=[CH2:3].[NH4+].[Cl-].C(O)C, predict the reaction product.